This data is from NCI-60 drug combinations with 297,098 pairs across 59 cell lines. The task is: Regression. Given two drug SMILES strings and cell line genomic features, predict the synergy score measuring deviation from expected non-interaction effect. Drug 1: CCN(CC)CCNC(=O)C1=C(NC(=C1C)C=C2C3=C(C=CC(=C3)F)NC2=O)C. Drug 2: CN(CC1=CN=C2C(=N1)C(=NC(=N2)N)N)C3=CC=C(C=C3)C(=O)NC(CCC(=O)O)C(=O)O. Cell line: K-562. Synergy scores: CSS=45.9, Synergy_ZIP=-1.69, Synergy_Bliss=-3.11, Synergy_Loewe=-6.34, Synergy_HSA=-0.327.